From a dataset of Full USPTO retrosynthesis dataset with 1.9M reactions from patents (1976-2016). Predict the reactants needed to synthesize the given product. (1) Given the product [OH:4][CH2:3][C:5]1[N:6]([S:10]([N:13]([CH3:15])[CH3:14])(=[O:11])=[O:12])[CH:7]=[CH:8][N:9]=1, predict the reactants needed to synthesize it. The reactants are: [BH4-].[Na+].[CH:3]([C:5]1[N:6]([S:10]([N:13]([CH3:15])[CH3:14])(=[O:12])=[O:11])[CH:7]=[CH:8][N:9]=1)=[O:4].[NH4+].[Cl-]. (2) The reactants are: [C:1]([C:3]1[CH:14]=[CH:13][C:6]([O:7][C@H:8]([CH3:12])[C:9]([OH:11])=[O:10])=[CH:5][C:4]=1[F:15])#[N:2].[C:16](OC(O[C:16]([CH3:19])([CH3:18])[CH3:17])N(C)C)([CH3:19])([CH3:18])[CH3:17]. Given the product [C:16]([O:10][C:9](=[O:11])[C@H:8]([O:7][C:6]1[CH:13]=[CH:14][C:3]([C:1]#[N:2])=[C:4]([F:15])[CH:5]=1)[CH3:12])([CH3:19])([CH3:18])[CH3:17], predict the reactants needed to synthesize it. (3) Given the product [Cl:1][C:2]1[CH:7]=[CH:6][C:5]([CH:8]([C:20]2[CH:36]=[CH:35][C:23]([O:24][C:25]3[CH:26]=[CH:27][C:28]([F:34])=[C:29]([CH:33]=3)[C:30]([OH:32])=[O:31])=[CH:22][CH:21]=2)[CH2:9]/[C:10](=[N:39]\[OH:40])/[C:12]2[CH:17]=[CH:16][C:15](=[O:18])[N:14]([CH3:19])[CH:13]=2)=[C:4]([CH3:37])[CH:3]=1, predict the reactants needed to synthesize it. The reactants are: [Cl:1][C:2]1[CH:7]=[CH:6][C:5]([CH:8]([C:20]2[CH:36]=[CH:35][C:23]([O:24][C:25]3[CH:26]=[CH:27][C:28]([F:34])=[C:29]([CH:33]=3)[C:30]([OH:32])=[O:31])=[CH:22][CH:21]=2)[CH2:9][C:10]([C:12]2[CH:17]=[CH:16][C:15](=[O:18])[N:14]([CH3:19])[CH:13]=2)=O)=[C:4]([CH3:37])[CH:3]=1.Cl.[NH2:39][OH:40].C(=O)([O-])O.[Na+]. (4) Given the product [Cl:22][C:11]1[N:12]=[C:13]([N:15]2[CH2:20][CH2:19][O:18][CH2:17][C@H:16]2[CH3:21])[CH:14]=[C:9]([CH2:8][I:1])[N:10]=1, predict the reactants needed to synthesize it. The reactants are: [I-:1].[Li+].CS(O[CH2:8][C:9]1[CH:14]=[C:13]([N:15]2[CH2:20][CH2:19][O:18][CH2:17][C@H:16]2[CH3:21])[N:12]=[C:11]([Cl:22])[N:10]=1)(=O)=O. (5) Given the product [Cl:1][C:2]1[CH:30]=[CH:29][C:5]([CH2:6][NH:7][C:8]([C:10]2[C:19](=[O:20])[C:18]3[C:13]4=[C:14]([CH:33]=[C:32]([CH2:31][OH:34])[N:12]4[CH:11]=2)[CH:15]=[C:16]([CH2:21][CH:22]2[CH2:27][CH2:26][O:25][CH2:24][CH2:23]2)[CH:17]=3)=[O:9])=[CH:4][CH:3]=1, predict the reactants needed to synthesize it. The reactants are: [Cl:1][C:2]1[CH:30]=[CH:29][C:5]([CH2:6][NH:7][C:8]([C:10]2[CH:11]=[N:12][C:13]3[C:18]([C:19]=2[OH:20])=[CH:17][C:16]([CH2:21][CH:22]2[CH2:27][CH2:26][O:25][CH2:24][CH2:23]2)=[CH:15][C:14]=3I)=[O:9])=[CH:4][CH:3]=1.[CH2:31]([OH:34])[C:32]#[CH:33]. (6) Given the product [Br:2][CH:6]([C:8]1[O:9][C:10](=[O:23])[C:11]2[C:16]([C:17]=1[C:18]1[S:22][CH:21]=[N:20][CH:19]=1)=[CH:15][CH:14]=[CH:13][CH:12]=2)[CH3:7], predict the reactants needed to synthesize it. The reactants are: P(Br)(Br)[Br:2].O[CH:6]([C:8]1[O:9][C:10](=[O:23])[C:11]2[C:16]([C:17]=1[C:18]1[S:22][CH:21]=[N:20][CH:19]=1)=[CH:15][CH:14]=[CH:13][CH:12]=2)[CH3:7]. (7) Given the product [Cl:24][C:25]1[CH:26]=[C:27]([NH:32][C:17]([N:14]2[CH2:15][CH2:16][N:11]3[N:10]=[CH:9][C:8]([N:3]4[CH2:4][CH2:5][O:6][CH2:7][C:2]4=[O:1])=[C:12]3[CH2:13]2)=[O:19])[CH:28]=[CH:29][C:30]=1[F:31], predict the reactants needed to synthesize it. The reactants are: [O:1]=[C:2]1[CH2:7][O:6][CH2:5][CH2:4][N:3]1[C:8]1[CH:9]=[N:10][N:11]2[CH2:16][CH2:15][N:14]([C:17]([O:19]C(C)(C)C)=O)[CH2:13][C:12]=12.[Cl:24][C:25]1[CH:26]=[C:27]([NH:32]C(=O)OC2C=CC=CC=2)[CH:28]=[CH:29][C:30]=1[F:31].